From a dataset of Reaction yield outcomes from USPTO patents with 853,638 reactions. Predict the reaction yield, written as a fraction of the theoretical maximum amount of product (1.0 means a 100% yield; for example, 0.34 means a 34% yield). (1) The reactants are CC1(C)[O:9][C:8](=[O:10])[C:5]2([CH2:7][CH2:6]2)[C:4](=[O:11])O1.[F:13][C:14]1[CH:20]=[CH:19][CH:18]=[C:17]([F:21])[C:15]=1[NH2:16]. The catalyst is C(O)C. The product is [F:13][C:14]1[CH:20]=[CH:19][CH:18]=[C:17]([F:21])[C:15]=1[N:16]1[CH2:6][CH2:7][CH:5]([C:8]([OH:9])=[O:10])[C:4]1=[O:11]. The yield is 0.460. (2) The reactants are [N+:1]([C:4]1[CH:9]=[CH:8][C:7](B(O)O)=[CH:6][CH:5]=1)([O-:3])=[O:2].[C:13]([O:17][C:18]([N:20]1[CH2:25][CH:24]=[C:23](C2C=CC(N)=CC=2)[CH2:22][CH2:21]1)=[O:19])([CH3:16])([CH3:15])[CH3:14]. The catalyst is CCOC(C)=O. The product is [C:13]([O:17][C:18]([N:20]1[CH2:21][CH:22]=[C:23]([C:7]2[CH:8]=[CH:9][C:4]([N+:1]([O-:3])=[O:2])=[CH:5][CH:6]=2)[CH2:24][CH2:25]1)=[O:19])([CH3:16])([CH3:14])[CH3:15]. The yield is 0.900. (3) The reactants are [N:1]1[CH:6]=[CH:5][CH:4]=[CH:3][C:2]=1[O:7][CH2:8][C:9]1[N:14]=[CH:13][C:12]([CH:15]=O)=[CH:11][CH:10]=1.[N+:17]([CH3:20])([O-:19])=[O:18].C([O-])(=O)C.[NH4+].[BH4-].[Na+].C(=O)([O-])O.[Na+]. The catalyst is CS(C)=O.O.C(O)(=O)C. The product is [N+:17]([CH2:20][CH2:15][C:12]1[CH:11]=[CH:10][C:9]([CH2:8][O:7][C:2]2[CH:3]=[CH:4][CH:5]=[CH:6][N:1]=2)=[N:14][CH:13]=1)([O-:19])=[O:18]. The yield is 0.150. (4) The reactants are [Li+].CC([N-]C(C)C)C.[CH2:9]([O:11][C:12](=[O:21])[CH:13]([C:15]1[CH:20]=[CH:19][CH:18]=[CH:17][CH:16]=1)[CH3:14])[CH3:10].[Br:22][CH2:23][CH2:24][CH2:25][CH2:26]Br.[NH4+].[Cl-]. The catalyst is C1COCC1.CN1C(=O)N(C)CCC1. The product is [Br:22][CH2:23][CH2:24][CH2:25][CH2:26][C:13]([CH3:14])([C:15]1[CH:20]=[CH:19][CH:18]=[CH:17][CH:16]=1)[C:12]([O:11][CH2:9][CH3:10])=[O:21]. The yield is 0.990. (5) The reactants are [H-].[Li+].[CH2:3](S)CC.C[O:8][C:9]1[CH:26]=[C:25]2[C:12]([C@H:13]3[C@H:22]([CH2:23][S:24]2(=[O:28])=[O:27])[C@:21]2([CH3:29])[C@H:16]([C:17]([CH3:31])([CH3:30])[CH2:18][CH2:19][CH2:20]2)[CH2:15][CH2:14]3)=[C:11]([C:32]([O-:34])=[O:33])[CH:10]=1. The catalyst is CN(P(N(C)C)(N(C)C)=O)C. The product is [OH:8][C:9]1[CH:26]=[C:25]2[C:12]([C@@:13]3([CH3:3])[C@H:22]([CH2:23][S:24]2(=[O:28])=[O:27])[C@:21]2([CH3:29])[C@H:16]([C:17]([CH3:30])([CH3:31])[CH2:18][CH2:19][CH2:20]2)[CH2:15][CH2:14]3)=[C:11]([C:32]([OH:34])=[O:33])[CH:10]=1. The yield is 0.930. (6) The reactants are [I:1][C:2]1[N:7]2[N:8]=[CH:9][CH:10]=[C:6]2[C:5](C(O)=O)=[CH:4][CH:3]=1.C([N:17]([CH:20](C)C)CC)(C)C.C1(P(N=[N+]=[N-])(C2C=CC=CC=2)=[O:30])C=CC=CC=1.[C:40]([OH:44])([CH3:43])([CH3:42])[CH3:41]. The catalyst is C1(C)C=CC=CC=1. The product is [C:40]([O:44][C:20](=[O:30])[NH:17][C:5]1[C:6]2[N:7]([N:8]=[CH:9][CH:10]=2)[C:2]([I:1])=[CH:3][CH:4]=1)([CH3:43])([CH3:42])[CH3:41]. The yield is 0.670. (7) The reactants are Cl.[NH2:2][CH2:3][C:4]1[CH:13]=[CH:12][CH:11]=[C:10]2[C:5]=1[C:6](=[O:23])[N:7]([CH:15]1[CH2:20][CH2:19][C:18](=[O:21])[NH:17][C:16]1=[O:22])[C:8]([CH3:14])=[N:9]2.[C:24]1([CH2:30][C:31](Cl)=[O:32])[CH:29]=[CH:28][CH:27]=[CH:26][CH:25]=1.C(N(CC)C(C)C)(C)C. The catalyst is C(#N)C. The product is [O:22]=[C:16]1[CH:15]([N:7]2[C:6](=[O:23])[C:5]3[C:10](=[CH:11][CH:12]=[CH:13][C:4]=3[CH2:3][NH:2][C:31](=[O:32])[CH2:30][C:24]3[CH:29]=[CH:28][CH:27]=[CH:26][CH:25]=3)[N:9]=[C:8]2[CH3:14])[CH2:20][CH2:19][C:18](=[O:21])[NH:17]1. The yield is 0.400.